Dataset: Forward reaction prediction with 1.9M reactions from USPTO patents (1976-2016). Task: Predict the product of the given reaction. (1) Given the reactants CCN(CC)CC.[NH:8]1[CH:12]=[C:11]([NH:13][C:14]2[N:19]=[C:18]([C:20]#[C:21][C:22]3[CH:27]=[CH:26][CH:25]=[CH:24][C:23]=3[CH:28]([CH3:32])[C:29]([NH2:31])=[O:30])[C:17]([C:33]([F:36])([F:35])[F:34])=[CH:16][N:15]=2)[CH:10]=[N:9]1, predict the reaction product. The product is: [NH:8]1[CH:12]=[C:11]([NH:13][C:14]2[N:19]=[C:18]([CH2:20][CH2:21][C:22]3[CH:27]=[CH:26][CH:25]=[CH:24][C:23]=3[CH:28]([CH3:32])[C:29]([NH2:31])=[O:30])[C:17]([C:33]([F:35])([F:34])[F:36])=[CH:16][N:15]=2)[CH:10]=[N:9]1. (2) Given the reactants [N:1]1([C:7](=[S:9])[NH2:8])[CH2:6][CH2:5][NH:4][CH2:3][CH2:2]1.Br[CH2:11][C:12](=O)[CH2:13][C:14]([F:17])([F:16])[F:15], predict the reaction product. The product is: [F:15][C:14]([F:17])([F:16])[CH2:13][C:12]1[N:8]=[C:7]([N:1]2[CH2:6][CH2:5][NH:4][CH2:3][CH2:2]2)[S:9][CH:11]=1.